Dataset: Peptide-MHC class II binding affinity with 134,281 pairs from IEDB. Task: Regression. Given a peptide amino acid sequence and an MHC pseudo amino acid sequence, predict their binding affinity value. This is MHC class II binding data. (1) The peptide sequence is GHYGPLFIRMAWHAA. The MHC is DRB1_1501 with pseudo-sequence DRB1_1501. The binding affinity (normalized) is 0. (2) The binding affinity (normalized) is 0.601. The peptide sequence is KELQIVDKIDAAFKI. The MHC is DRB1_0404 with pseudo-sequence DRB1_0404. (3) The peptide sequence is AFELDGDNLFPKV. The MHC is HLA-DQA10501-DQB10201 with pseudo-sequence HLA-DQA10501-DQB10201. The binding affinity (normalized) is 0.762. (4) The peptide sequence is PQVKYAVFEAALTKA. The MHC is HLA-DQA10501-DQB10201 with pseudo-sequence HLA-DQA10501-DQB10201. The binding affinity (normalized) is 0.327. (5) The peptide sequence is EPGHLAPTGMFVAGA. The MHC is HLA-DQA10201-DQB10202 with pseudo-sequence HLA-DQA10201-DQB10202. The binding affinity (normalized) is 0.0471. (6) The peptide sequence is HLKRYYGRILHYLKA. The MHC is DRB1_1101 with pseudo-sequence DRB1_1101. The binding affinity (normalized) is 0.269.